This data is from Reaction yield outcomes from USPTO patents with 853,638 reactions. The task is: Predict the reaction yield, written as a fraction of the theoretical maximum amount of product (1.0 means a 100% yield; for example, 0.34 means a 34% yield). (1) The reactants are [CH3:1][O:2][C:3]1[CH:4]=[C:5]2[C:10](=[CH:11][C:12]=1[O:13][CH3:14])[N:9]=[CH:8][N:7]=[C:6]2[O:15][C:16]1[CH:17]=[C:18]([CH:20]=[CH:21][CH:22]=1)[NH2:19].C(N(CC)C(C)C)(C)C.[CH3:32][O:33][CH2:34][CH2:35][O:36][C:37]1[CH:38]=[C:39]([NH:47][C:48](=O)[O:49]C2C=CC=CC=2)[CH:40]=[CH:41][C:42]=1[C:43]([F:46])([F:45])[F:44]. The catalyst is C1COCC1.CN(C)C1C=CN=CC=1. The product is [CH3:1][O:2][C:3]1[CH:4]=[C:5]2[C:10](=[CH:11][C:12]=1[O:13][CH3:14])[N:9]=[CH:8][N:7]=[C:6]2[O:15][C:16]1[CH:17]=[C:18]([NH:19][C:48]([NH:47][C:39]2[CH:40]=[CH:41][C:42]([C:43]([F:45])([F:46])[F:44])=[C:37]([O:36][CH2:35][CH2:34][O:33][CH3:32])[CH:38]=2)=[O:49])[CH:20]=[CH:21][CH:22]=1. The yield is 0.650. (2) The reactants are [CH2:1]([O:3][C:4](=[O:15])[CH2:5][C:6]1[CH:11]=[CH:10][C:9]([OH:12])=[C:8]([O:13][CH3:14])[CH:7]=1)[CH3:2].[CH3:16][C@H:17](O)[CH2:18][CH3:19].C1C=CC(P(C2C=CC=CC=2)C2C=CC=CC=2)=CC=1. The catalyst is C(Cl)Cl. The product is [CH2:1]([O:3][C:4](=[O:15])[CH2:5][C:6]1[CH:11]=[CH:10][C:9]([O:12][C@@H:17]([CH2:18][CH3:19])[CH3:16])=[C:8]([O:13][CH3:14])[CH:7]=1)[CH3:2]. The yield is 0.920. (3) The catalyst is C(#N)C. The reactants are C[Si](C)(C)/[CH:3]=[CH:4]/[C:5]1[C:6](=[O:21])[NH:7][C:8](=[O:20])[N:9]([CH:19]=1)[C@@H:10]1[O:17][C@H:14]([CH2:15][OH:16])[C@@H:12]([OH:13])[C@H:11]1[F:18].[I:24]Cl. The product is [I:24]/[CH:3]=[CH:4]/[C:5]1[C:6](=[O:21])[NH:7][C:8](=[O:20])[N:9]([CH:19]=1)[C@@H:10]1[O:17][C@H:14]([CH2:15][OH:16])[C@@H:12]([OH:13])[C@H:11]1[F:18]. The yield is 0.780. (4) The product is [Br:1][C:2]1[CH:3]=[C:4]2[C:5](=[CH:10][CH:11]=1)[C:6](=[O:8])[N:25]([CH2:24][C:17]1[CH:18]=[CH:19][C:20]([O:22][CH3:23])=[CH:21][C:16]=1[O:15][CH3:14])[CH2:12]2. The catalyst is C1COCC1. The reactants are [Br:1][C:2]1[CH:11]=[CH:10][C:5]([C:6]([O:8]C)=O)=[C:4]([CH2:12]Br)[CH:3]=1.[CH3:14][O:15][C:16]1[CH:21]=[C:20]([O:22][CH3:23])[CH:19]=[CH:18][C:17]=1[CH2:24][NH2:25].C(N(CC)CC)C. The yield is 0.440.